This data is from Catalyst prediction with 721,799 reactions and 888 catalyst types from USPTO. The task is: Predict which catalyst facilitates the given reaction. Reactant: [Cl:1][C:2]1[CH:7]=[CH:6][C:5](/[C:8](/[CH3:14])=[CH:9]/[C:10]([O:12][CH3:13])=[O:11])=[CH:4][CH:3]=1.CO[CH2:17][N:18]([CH2:24][C:25]1[CH:30]=[CH:29][CH:28]=[CH:27][CH:26]=1)[CH2:19][Si](C)(C)C.C(O)(C(F)(F)F)=O.CCN(CC)CC. Product: [CH3:13][O:12][C:10]([CH:9]1[C:8]([C:5]2[CH:4]=[CH:3][C:2]([Cl:1])=[CH:7][CH:6]=2)([CH3:14])[CH2:17][N:18]([CH2:24][C:25]2[CH:26]=[CH:27][CH:28]=[CH:29][CH:30]=2)[CH2:19]1)=[O:11]. The catalyst class is: 2.